Task: Predict the reaction yield, written as a fraction of the theoretical maximum amount of product (1.0 means a 100% yield; for example, 0.34 means a 34% yield).. Dataset: Reaction yield outcomes from USPTO patents with 853,638 reactions (1) The reactants are [CH3:1][C:2]1[C:3]([O:11][CH2:12][C:13]([F:16])([F:15])[F:14])=[N:4][CH:5]=[C:6]([CH:10]=1)[C:7]([OH:9])=O.Cl.[CH3:18][NH:19][O:20][CH3:21].CN(C(ON1N=NC2C=CC=CC1=2)=[N+](C)C)C.F[P-](F)(F)(F)(F)F.C(N(CC)CC)C.C(=O)([O-])O.[Na+]. The catalyst is C(Cl)Cl. The product is [CH3:21][O:20][N:19]([CH3:18])[C:7](=[O:9])[C:6]1[CH:10]=[C:2]([CH3:1])[C:3]([O:11][CH2:12][C:13]([F:16])([F:15])[F:14])=[N:4][CH:5]=1. The yield is 0.760. (2) The reactants are [CH3:1][C:2]1([CH3:14])[C:6]2[CH:7]=[C:8]([C:11](=[O:13])[CH3:12])[CH:9]=[CH:10][C:5]=2[O:4][CH2:3]1.[Al+3].[Cl-].[Cl-].[Cl-].[Br:19]Br.Cl. The catalyst is ClCCl. The product is [Br:19][C:10]1[C:5]2[O:4][CH2:3][C:2]([CH3:14])([CH3:1])[C:6]=2[CH:7]=[C:8]([C:11](=[O:13])[CH3:12])[CH:9]=1. The yield is 0.810. (3) The reactants are [C:9](O[C:9]([O:11][C:12]([CH3:15])([CH3:14])[CH3:13])=[O:10])([O:11][C:12]([CH3:15])([CH3:14])[CH3:13])=[O:10].Cl.[NH:17]1[CH2:21][CH2:20][C@@H:19]([OH:22])[CH2:18]1.C(N(CC)CC)C. The catalyst is CO. The product is [C:9]([N:17]1[CH2:21][CH2:20][C@@H:19]([OH:22])[CH2:18]1)([O:11][C:12]([CH3:13])([CH3:14])[CH3:15])=[O:10]. The yield is 0.700. (4) The reactants are [CH3:1][C:2]1[CH:16]=[C:5]2[C:6]3[CH:12]([CH2:13][CH2:14][NH2:15])[CH2:11][CH2:10][C:7]=3[CH:8]=[CH:9][N:4]2[N:3]=1.C(N(CC)CC)C.[C:24](O[C:24](=[O:27])[CH2:25][CH3:26])(=[O:27])[CH2:25][CH3:26]. The catalyst is O1CCCC1.C(=O)([O-])O.[Na+]. The product is [CH3:1][C:2]1[CH:16]=[C:5]2[C:6]3[CH:12]([CH2:13][CH2:14][NH:15][C:24](=[O:27])[CH2:25][CH3:26])[CH2:11][CH2:10][C:7]=3[CH:8]=[CH:9][N:4]2[N:3]=1. The yield is 0.760. (5) The reactants are Cl[C:2]1[C:3]([F:22])=[CH:4][N:5]2[C:10]([C:11]=1[CH3:12])=[C:9]([CH:13]1[CH2:15][CH2:14]1)[CH:8]=[C:7]([C:16]([O:18][CH2:19][CH3:20])=[O:17])[C:6]2=[O:21].[C:23]([C:25]1[CH:30]=[CH:29][C:28](B(O)O)=[CH:27][CH:26]=1)#[N:24]. No catalyst specified. The product is [C:23]([C:25]1[CH:30]=[CH:29][C:28]([C:2]2[C:3]([F:22])=[CH:4][N:5]3[C:10]([C:11]=2[CH3:12])=[C:9]([CH:13]2[CH2:15][CH2:14]2)[CH:8]=[C:7]([C:16]([O:18][CH2:19][CH3:20])=[O:17])[C:6]3=[O:21])=[CH:27][CH:26]=1)#[N:24]. The yield is 1.00. (6) The catalyst is C(#N)C. The product is [C:1]([O:5][C:6]([N:8]1[CH2:13][CH2:12][CH:11]([C:14]2[CH:15]=[CH:16][C:17]([O:20][CH2:21][CH2:22][CH2:23][O:24][CH2:25][C:26]3[CH:31]=[CH:30][CH:29]=[CH:28][C:27]=3[O:32][CH3:33])=[CH:18][CH:19]=2)[CH:10]([NH:34][C:35]([C:37]2[CH:46]=[C:45]3[C:40]([CH2:41][CH2:42][CH2:43][N:44]3[CH2:48][C:49](=[O:50])[N:51]([CH3:53])[CH3:52])=[CH:39][CH:38]=2)=[O:36])[CH2:9]1)=[O:7])([CH3:4])([CH3:2])[CH3:3]. The reactants are [C:1]([O:5][C:6]([N:8]1[CH2:13][CH2:12][CH:11]([C:14]2[CH:19]=[CH:18][C:17]([O:20][CH2:21][CH2:22][CH2:23][O:24][CH2:25][C:26]3[CH:31]=[CH:30][CH:29]=[CH:28][C:27]=3[O:32][CH3:33])=[CH:16][CH:15]=2)[CH:10]([NH:34][C:35]([C:37]2[CH:46]=[C:45]3[C:40]([CH2:41][CH2:42][CH2:43][NH:44]3)=[CH:39][CH:38]=2)=[O:36])[CH2:9]1)=[O:7])([CH3:4])([CH3:3])[CH3:2].Cl[CH2:48][C:49]([N:51]([CH3:53])[CH3:52])=[O:50].C([O-])([O-])=O.[Cs+].[Cs+]. The yield is 0.800.